From a dataset of TCR-epitope binding with 47,182 pairs between 192 epitopes and 23,139 TCRs. Binary Classification. Given a T-cell receptor sequence (or CDR3 region) and an epitope sequence, predict whether binding occurs between them. The epitope is VTEHDTLLY. The TCR CDR3 sequence is CASSDRGAEAFF. Result: 0 (the TCR does not bind to the epitope).